Dataset: Forward reaction prediction with 1.9M reactions from USPTO patents (1976-2016). Task: Predict the product of the given reaction. (1) Given the reactants O1C=CC([C:6]2[CH:7]=[C:8]3[CH2:14][C@:13]4([CH:19]5[CH2:20][CH2:21][N:16]([CH2:17][CH2:18]5)[CH2:15]4)[O:12][C:9]3=[N:10][CH:11]=2)=C1.BrC1C=C2C[C@]3(C4CCN(CC4)C3)OC2=NC=1.[O:39]1[C:43]2[CH:44]=[CH:45][CH:46]=[CH:47][C:42]=2[CH:41]=[C:40]1B(O)O, predict the reaction product. The product is: [O:39]1[C:43]2[CH:44]=[CH:45][CH:46]=[CH:47][C:42]=2[CH:41]=[C:40]1[C:6]1[CH:7]=[C:8]2[CH2:14][C@:13]3([CH:19]4[CH2:20][CH2:21][N:16]([CH2:17][CH2:18]4)[CH2:15]3)[O:12][C:9]2=[N:10][CH:11]=1. (2) Given the reactants [CH2:1]([O:8][C:9]([N:11]1[CH2:16][CH2:15][C:14]([NH:20][C:21]([O:23][C:24]([CH3:27])([CH3:26])[CH3:25])=[O:22])([C:17]([OH:19])=[O:18])[CH2:13][CH2:12]1)=[O:10])[C:2]1[CH:7]=[CH:6][CH:5]=[CH:4][CH:3]=1.[C:28]([O-])([O-])=O.[Cs+].[Cs+].CI, predict the reaction product. The product is: [C:24]([O:23][C:21]([NH:20][C:14]1([C:17]([O:19][CH3:28])=[O:18])[CH2:15][CH2:16][N:11]([C:9]([O:8][CH2:1][C:2]2[CH:7]=[CH:6][CH:5]=[CH:4][CH:3]=2)=[O:10])[CH2:12][CH2:13]1)=[O:22])([CH3:27])([CH3:26])[CH3:25]. (3) Given the reactants C(OCC(Cl)=O)C1C=CC=CC=1.[CH2:13]([O:20][CH2:21][C:22]([N:24]=[C:25]=[S:26])=[O:23])[C:14]1[CH:19]=[CH:18][CH:17]=[CH:16][CH:15]=1.[CH3:27][O:28][C:29]1[CH:30]=[C:31]2[C:36](=[CH:37][C:38]=1[O:39][CH3:40])[N:35]=[CH:34][CH:33]=[C:32]2[O:41][C:42]1[CH:48]=[CH:47][C:45]([NH2:46])=[CH:44][C:43]=1[F:49].C1(C)C=CC=CC=1, predict the reaction product. The product is: [CH2:13]([O:20][CH2:21][C:22]([N:24]=[C:25]=[S:26])=[O:23])[C:14]1[CH:19]=[CH:18][CH:17]=[CH:16][CH:15]=1.[CH2:13]([O:20][CH2:21][C:22]([NH:24][C:25]([NH:46][C:45]1[CH:47]=[CH:48][C:42]([O:41][C:32]2[C:31]3[C:36](=[CH:37][C:38]([O:39][CH3:40])=[C:29]([O:28][CH3:27])[CH:30]=3)[N:35]=[CH:34][CH:33]=2)=[C:43]([F:49])[CH:44]=1)=[S:26])=[O:23])[C:14]1[CH:19]=[CH:18][CH:17]=[CH:16][CH:15]=1. (4) Given the reactants COC([C:5]1[N:6]=C[O:8][C:9]=1[CH2:10][C:11]1[S:12][CH:13]=[CH:14][CH:15]=1)=O.[ClH:16], predict the reaction product. The product is: [ClH:16].[NH2:6][CH2:5][C:9](=[O:8])[CH2:10][C:11]1[S:12][CH:13]=[CH:14][CH:15]=1. (5) Given the reactants [C:1]([C:5]1[N:13]=[C:12]2[C:8]([N:9]=[CH:10][NH:11]2)=[C:7]([Cl:14])[N:6]=1)([CH3:4])([CH3:3])[CH3:2].Cl[CH2:16][C:17]1[N:21]([CH:22]2[CH2:24][CH2:23]2)[N:20]=[N:19][N:18]=1, predict the reaction product. The product is: [C:1]([C:5]1[N:13]=[C:12]2[C:8]([N:9]=[CH:10][N:11]2[CH2:16][C:17]2[N:21]([CH:22]3[CH2:24][CH2:23]3)[N:20]=[N:19][N:18]=2)=[C:7]([Cl:14])[N:6]=1)([CH3:4])([CH3:2])[CH3:3].